This data is from Reaction yield outcomes from USPTO patents with 853,638 reactions. The task is: Predict the reaction yield, written as a fraction of the theoretical maximum amount of product (1.0 means a 100% yield; for example, 0.34 means a 34% yield). (1) The reactants are [CH3:1][C:2]1[C:6]2[C:7](=[O:19])[N:8]([CH2:11][CH2:12][N:13]3[CH2:18][CH2:17][O:16][CH2:15][CH2:14]3)[CH2:9][CH2:10][C:5]=2[NH:4][C:3]=1[CH:20]=O.[CH3:22][O:23][C:24]1[CH:25]=[C:26]2[C:30](=[CH:31][CH:32]=1)[NH:29][C:28](=[O:33])[CH2:27]2. No catalyst specified. The product is [CH3:22][O:23][C:24]1[CH:25]=[C:26]2[C:30](=[CH:31][CH:32]=1)[NH:29][C:28](=[O:33])[C:27]2=[CH:20][C:3]1[NH:4][C:5]2[CH2:10][CH2:9][N:8]([CH2:11][CH2:12][N:13]3[CH2:14][CH2:15][O:16][CH2:17][CH2:18]3)[C:7](=[O:19])[C:6]=2[C:2]=1[CH3:1]. The yield is 0.333. (2) The reactants are [CH3:1][C:2]1[N:3]=[C:4]([NH2:12])[S:5][C:6]=1[CH2:7][C:8]([Cl:11])([Cl:10])[Cl:9].[Cl:13][C:14]1[CH:19]=[C:18]([Cl:20])[CH:17]=[C:16]([Cl:21])[C:15]=1[S:22](Cl)(=[O:24])=[O:23]. No catalyst specified. The product is [Cl:13][C:14]1[CH:19]=[C:18]([Cl:20])[CH:17]=[C:16]([Cl:21])[C:15]=1[S:22]([NH:12][C:4]1[S:5][C:6]([CH2:7][C:8]([Cl:11])([Cl:9])[Cl:10])=[C:2]([CH3:1])[N:3]=1)(=[O:24])=[O:23]. The yield is 0.460.